Dataset: Catalyst prediction with 721,799 reactions and 888 catalyst types from USPTO. Task: Predict which catalyst facilitates the given reaction. Reactant: [CH3:1][N:2]([C:9](=[O:18])[C:10]#[C:11][C:12]1[CH:17]=[CH:16][CH:15]=[CH:14][CH:13]=1)[CH2:3][C:4]([O:6]CC)=[O:5].[OH-].[Na+]. The catalyst class is: 24. Product: [CH3:1][N:2]([C:9](=[O:18])[C:10]#[C:11][C:12]1[CH:17]=[CH:16][CH:15]=[CH:14][CH:13]=1)[CH2:3][C:4]([OH:6])=[O:5].